From a dataset of Reaction yield outcomes from USPTO patents with 853,638 reactions. Predict the reaction yield, written as a fraction of the theoretical maximum amount of product (1.0 means a 100% yield; for example, 0.34 means a 34% yield). The catalyst is CO. The yield is 0.740. The reactants are [Br:1][C:2]1[N:6]([CH:7]([CH3:9])[CH3:8])[N:5]=[CH:4][C:3]=1[CH2:10][C:11]1([C:24]([O:26]CC)=[O:25])[CH2:16][CH2:15][N:14]([C:17]([O:19][C:20]([CH3:23])([CH3:22])[CH3:21])=[O:18])[CH2:13][CH2:12]1.[OH-].[Li+]. The product is [Br:1][C:2]1[N:6]([CH:7]([CH3:8])[CH3:9])[N:5]=[CH:4][C:3]=1[CH2:10][C:11]1([C:24]([OH:26])=[O:25])[CH2:16][CH2:15][N:14]([C:17]([O:19][C:20]([CH3:22])([CH3:21])[CH3:23])=[O:18])[CH2:13][CH2:12]1.